Dataset: Forward reaction prediction with 1.9M reactions from USPTO patents (1976-2016). Task: Predict the product of the given reaction. (1) The product is: [Cl:1][C:2]1[C:3]([NH:9][NH:10][C:22](=[O:23])[CH2:21][CH:18]2[CH2:20][CH2:19]2)=[N:4][CH:5]=[CH:6][C:7]=1[I:8]. Given the reactants [Cl:1][C:2]1[C:3]([NH:9][NH2:10])=[N:4][CH:5]=[CH:6][C:7]=1[I:8].CCN(CC)CC.[CH:18]1([CH2:21][C:22](Cl)=[O:23])[CH2:20][CH2:19]1.C([O-])(O)=O.[Na+], predict the reaction product. (2) Given the reactants [C:1](Cl)(=[O:17])[CH2:2][CH2:3][CH2:4][CH2:5][CH2:6][CH2:7][CH2:8][CH2:9][CH2:10][CH2:11][CH2:12][CH2:13][CH2:14][CH2:15][CH3:16].[OH:19][N:20]1[C:24](=[O:25])[CH2:23][CH2:22][C:21]1=[O:26].C(N(CC)CC)C, predict the reaction product. The product is: [C:1]([O:19][N:20]1[C:24](=[O:25])[CH2:23][CH2:22][C:21]1=[O:26])(=[O:17])[CH2:2][CH2:3][CH2:4][CH2:5][CH2:6][CH2:7][CH2:8][CH2:9][CH2:10][CH2:11][CH2:12][CH2:13][CH2:14][CH2:15][CH3:16]. (3) Given the reactants Cl.N[CH:3]([CH2:7][C:8]1[CH:13]=[CH:12][C:11]([Br:14])=[CH:10][CH:9]=1)[C:4]([OH:6])=[O:5].[OH-].[Na+].[CH3:17][C:18]([O:21][C:22](O[C:22]([O:21][C:18]([CH3:20])([CH3:19])[CH3:17])=[O:23])=[O:23])([CH3:20])[CH3:19], predict the reaction product. The product is: [Br:14][C:11]1[CH:12]=[CH:13][C:8]([CH2:7][CH:3]([C:22]([O:21][C:18]([CH3:20])([CH3:19])[CH3:17])=[O:23])[C:4]([OH:6])=[O:5])=[CH:9][CH:10]=1. (4) Given the reactants [NH2:1][C:2]1[C:11]2[C:6](=[CH:7][CH:8]=[CH:9][CH:10]=2)[C:5](Br)=[CH:4][CH:3]=1.O1[CH2:18][CH2:17][O:16][CH2:15][CH2:14]1, predict the reaction product. The product is: [NH2:1][C:2]1[C:11]2[C:6](=[CH:7][CH:8]=[CH:9][CH:10]=2)[C:5]([C:4]2[CH:5]=[CH:6][CH:11]=[C:2]([N:1]3[CH2:18][CH2:17][O:16][CH2:15][CH2:14]3)[CH:3]=2)=[CH:4][CH:3]=1. (5) Given the reactants [OH:1][CH2:2][CH2:3][N:4]1[C:9](=[O:10])[CH:8]=[N:7][N:6]([CH2:11][CH2:12][CH2:13][CH2:14][N:15]2[CH2:20][CH2:19][N:18]([C:21]3[CH:26]=[CH:25][CH:24]=[CH:23][C:22]=3[O:27][CH3:28])[CH2:17][CH2:16]2)[C:5]1=[O:29].C(N(CC)CC)C.[CH3:37][S:38](Cl)(=[O:40])=[O:39], predict the reaction product. The product is: [CH3:37][S:38]([O:1][CH2:2][CH2:3][N:4]1[C:9](=[O:10])[CH:8]=[N:7][N:6]([CH2:11][CH2:12][CH2:13][CH2:14][N:15]2[CH2:16][CH2:17][N:18]([C:21]3[CH:26]=[CH:25][CH:24]=[CH:23][C:22]=3[O:27][CH3:28])[CH2:19][CH2:20]2)[C:5]1=[O:29])(=[O:40])=[O:39].